This data is from Peptide-MHC class I binding affinity with 185,985 pairs from IEDB/IMGT. The task is: Regression. Given a peptide amino acid sequence and an MHC pseudo amino acid sequence, predict their binding affinity value. This is MHC class I binding data. (1) The peptide sequence is PDKWTVQPI. The MHC is H-2-Kk with pseudo-sequence H-2-Kk. The binding affinity (normalized) is 0.0929. (2) The peptide sequence is ETKKRMDYF. The MHC is HLA-A24:02 with pseudo-sequence HLA-A24:02. The binding affinity (normalized) is 0.0847. (3) The peptide sequence is VLLEARQAY. The MHC is HLA-B35:01 with pseudo-sequence HLA-B35:01. The binding affinity (normalized) is 0.594. (4) The peptide sequence is VTIPQIGGM. The MHC is HLA-A02:12 with pseudo-sequence HLA-A02:12. The binding affinity (normalized) is 0.0847. (5) The peptide sequence is WLKERLPGF. The MHC is HLA-A02:03 with pseudo-sequence HLA-A02:03. The binding affinity (normalized) is 0.0847. (6) The peptide sequence is KRMGVQMQR. The MHC is HLA-B73:01 with pseudo-sequence HLA-B73:01. The binding affinity (normalized) is 0.196. (7) The peptide sequence is GWPDNYCEW. The MHC is HLA-A26:01 with pseudo-sequence HLA-A26:01. The binding affinity (normalized) is 0.0847. (8) The peptide sequence is SLYSGFPSL. The MHC is HLA-A02:03 with pseudo-sequence HLA-A02:03. The binding affinity (normalized) is 1.00. (9) The peptide sequence is SSRRYRCSF. The MHC is HLA-B15:03 with pseudo-sequence HLA-B15:03. The binding affinity (normalized) is 0.630. (10) The peptide sequence is KRMMIRYCL. The MHC is HLA-B18:01 with pseudo-sequence HLA-B18:01. The binding affinity (normalized) is 0.0847.